Dataset: Forward reaction prediction with 1.9M reactions from USPTO patents (1976-2016). Task: Predict the product of the given reaction. (1) Given the reactants Cl.[NH2:2][CH2:3][C@@H:4]1[O:8][C:7](=[O:9])[N:6]([C:10]2[CH:23]=[CH:22][C:13]3[C:14]4[NH:15][N:16]=[CH:17][C:18]=4[CH2:19][CH2:20][CH2:21][C:12]=3[CH:11]=2)[CH2:5]1.[C:24](Cl)(=[O:28])[CH:25]([CH3:27])[CH3:26], predict the reaction product. The product is: [C:24]([N:15]1[C:14]2[C:13]3[CH:22]=[CH:23][C:10]([N:6]4[CH2:5][C@H:4]([CH2:3][NH:2][C:24](=[O:28])[CH:25]([CH3:27])[CH3:26])[O:8][C:7]4=[O:9])=[CH:11][C:12]=3[CH2:21][CH2:20][CH2:19][C:18]=2[CH:17]=[N:16]1)(=[O:28])[CH:25]([CH3:27])[CH3:26]. (2) The product is: [CH3:6][CH:7]1[CH2:8][N:9]([C:23]([O:25][CH2:26][C:27]2[CH:28]=[CH:29][CH:30]=[CH:31][CH:32]=2)=[O:24])[CH2:10][C:11]2[O:22][C:14]([C:15]3[CH:20]=[CH:19][CH:18]=[CH:17][N:16]=3)=[N:13][C:12]1=2. Given the reactants O=P(Cl)(Cl)Cl.[CH3:6][CH:7]1[CH:12]([NH:13][C:14](=O)[C:15]2[CH:20]=[CH:19][CH:18]=[CH:17][N:16]=2)[C:11](=[O:22])[CH2:10][N:9]([C:23]([O:25][CH2:26][C:27]2[CH:32]=[CH:31][CH:30]=[CH:29][CH:28]=2)=[O:24])[CH2:8]1.C([O-])(O)=O.[Na+], predict the reaction product. (3) The product is: [CH:1]1([CH2:4][O:5][C:6]2[C:14]([C:15]3[C:23]4[CH:22]=[CH:21][NH:20][C:19](=[O:24])[C:18]=4[N:17]([CH3:26])[CH:16]=3)=[C:13]3[C:9]([CH:10]=[CH:11][NH:12]3)=[CH:8][CH:7]=2)[CH2:2][CH2:3]1. Given the reactants [CH:1]1([CH2:4][O:5][C:6]2[C:14]([C:15]3[C:23]4[C:18](=[C:19]([O:24]C)[N:20]=[CH:21][CH:22]=4)[N:17]([CH3:26])[CH:16]=3)=[C:13]3[C:9]([CH:10]=[CH:11][NH:12]3)=[CH:8][CH:7]=2)[CH2:3][CH2:2]1.Cl.C(=O)(O)[O-].[Na+], predict the reaction product. (4) Given the reactants [CH2:1]([N:8]([CH2:21][C:22]1[CH:27]=[CH:26][CH:25]=[CH:24][CH:23]=1)[CH:9]([CH3:20])[CH:10]([C:12]1([C:15]([O:17][CH2:18][CH3:19])=[O:16])[CH2:14][CH2:13]1)[OH:11])[C:2]1[CH:7]=[CH:6][CH:5]=[CH:4][CH:3]=1.FC(F)(F)S(O[Si:34]([C:37]([CH3:40])([CH3:39])[CH3:38])([CH3:36])[CH3:35])(=O)=O.CC1C=CC=C(C)N=1.O, predict the reaction product. The product is: [Si:34]([O:11][CH:10]([C:12]1([C:15]([O:17][CH2:18][CH3:19])=[O:16])[CH2:13][CH2:14]1)[CH:9]([N:8]([CH2:1][C:2]1[CH:3]=[CH:4][CH:5]=[CH:6][CH:7]=1)[CH2:21][C:22]1[CH:23]=[CH:24][CH:25]=[CH:26][CH:27]=1)[CH3:20])([C:37]([CH3:40])([CH3:39])[CH3:38])([CH3:36])[CH3:35]. (5) Given the reactants C([O:3][C:4](=[O:32])[CH2:5][S:6][C:7]1[S:11][C:10]([NH:12][C:13]([N:15]([C:22]2[CH:23]=[N:24][C:25]([NH:28][C:29](=[O:31])[CH3:30])=[CH:26][CH:27]=2)[CH2:16][CH:17]2[CH2:21][CH2:20][CH2:19][CH2:18]2)=[O:14])=[N:9][CH:8]=1)C.C1(N(C2C=CC(S(C)(=O)=O)=CC=2)C(=O)N(C)C2SC=C(CC(O)=O)N=2)CCCC1.C1(CNC2C=CC(NC(=O)C)=NC=2)CCCC1.C(OC(=O)CSC1SC(N)=NC=1)C, predict the reaction product. The product is: [C:29]([NH:28][C:25]1[N:24]=[CH:23][C:22]([N:15]([CH2:16][CH:17]2[CH2:21][CH2:20][CH2:19][CH2:18]2)[C:13](=[O:14])[NH:12][C:10]2[S:11][C:7]([S:6][CH2:5][C:4]([OH:32])=[O:3])=[CH:8][N:9]=2)=[CH:27][CH:26]=1)(=[O:31])[CH3:30].